Dataset: Full USPTO retrosynthesis dataset with 1.9M reactions from patents (1976-2016). Task: Predict the reactants needed to synthesize the given product. (1) Given the product [C:29]1([C:2]2[C:7]3[N:8]=[C:9]([NH:12][C:13]4[CH:18]=[CH:17][C:16]([N:19]5[CH2:24][CH2:23][N:22]([CH3:25])[CH2:21][CH2:20]5)=[CH:15][CH:14]=4)[N:10]=[CH:11][C:6]=3[C:5](=[O:26])[N:4]([CH2:27][CH3:28])[CH:3]=2)[CH2:34][CH2:33][CH2:32][CH2:31][CH:30]=1, predict the reactants needed to synthesize it. The reactants are: Br[C:2]1[C:7]2[N:8]=[C:9]([NH:12][C:13]3[CH:18]=[CH:17][C:16]([N:19]4[CH2:24][CH2:23][N:22]([CH3:25])[CH2:21][CH2:20]4)=[CH:15][CH:14]=3)[N:10]=[CH:11][C:6]=2[C:5](=[O:26])[N:4]([CH2:27][CH3:28])[CH:3]=1.[C:29]1(B(O)O)[CH2:34][CH2:33][CH2:32][CH2:31][CH:30]=1.C(=O)([O-])[O-].[Cs+].[Cs+]. (2) Given the product [CH2:16]([O:15][C:13]([C:10]1[C:11]2[O:18][C:19]([C:20](=[O:21])[N:22]([CH3:24])[CH3:23])=[C:4]([OH:5])[C:6]=2[CH:7]=[N:8][CH:9]=1)=[O:14])[CH3:17], predict the reactants needed to synthesize it. The reactants are: C(O[C:4]([C:6]1[CH:7]=[N:8][CH:9]=[C:10]([C:13]([O:15][CH2:16][CH3:17])=[O:14])[C:11]=1Cl)=[O:5])C.[OH:18][CH2:19][C:20]([N:22]([CH3:24])[CH3:23])=[O:21].[H-].[Na+]. (3) The reactants are: [OH:1][C:2]1[CH:7]=[CH:6][CH:5]=[CH:4][C:3]=1[CH2:8][C:9]([OH:11])=[O:10].[N+:12]([O-])([OH:14])=[O:13]. Given the product [OH:1][C:2]1[CH:7]=[CH:6][C:5]([N+:12]([O-:14])=[O:13])=[CH:4][C:3]=1[CH2:8][C:9]([OH:11])=[O:10], predict the reactants needed to synthesize it. (4) Given the product [Cl:30][C:31]1[N:36]=[CH:35][N:34]=[C:33]([NH:1][C:2]2[CH:7]=[CH:6][C:5]([N:8]3[CH2:13][CH2:12][N:11]([C:14]([O:16][C:17]([CH3:20])([CH3:19])[CH3:18])=[O:15])[CH2:10][CH2:9]3)=[CH:4][CH:3]=2)[N:32]=1, predict the reactants needed to synthesize it. The reactants are: [NH2:1][C:2]1[CH:7]=[CH:6][C:5]([N:8]2[CH2:13][CH2:12][N:11]([C:14]([O:16][C:17]([CH3:20])([CH3:19])[CH3:18])=[O:15])[CH2:10][CH2:9]2)=[CH:4][CH:3]=1.C(N(CC)C(C)C)(C)C.[Cl:30][C:31]1[N:36]=[C:35](Cl)[N:34]=[CH:33][N:32]=1.N1C=CC=NN=1. (5) The reactants are: [CH2:1](Br)[C:2]#[CH:3].[N:5]1([C:11]([O:13][C:14]([CH3:17])([CH3:16])[CH3:15])=[O:12])[CH2:10][CH2:9][NH:8][CH2:7][CH2:6]1.C(N(C(C)C)CC)(C)C. Given the product [CH2:1]([N:8]1[CH2:7][CH2:6][N:5]([C:11]([O:13][C:14]([CH3:17])([CH3:16])[CH3:15])=[O:12])[CH2:10][CH2:9]1)[C:2]#[CH:3], predict the reactants needed to synthesize it. (6) Given the product [Cl:23][C:20]1[CH:19]=[CH:18][C:17]([C:7]2[C:6]([CH:4]=[O:5])=[C:10]([C:11]3[CH:12]=[CH:13][CH:14]=[CH:15][CH:16]=3)[S:9][N:8]=2)=[CH:22][CH:21]=1, predict the reactants needed to synthesize it. The reactants are: CON(C)[C:4]([C:6]1[C:7]([C:17]2[CH:22]=[CH:21][C:20]([Cl:23])=[CH:19][CH:18]=2)=[N:8][S:9][C:10]=1[C:11]1[CH:16]=[CH:15][CH:14]=[CH:13][CH:12]=1)=[O:5].CC(C[AlH]CC(C)C)C.CC(O)C.C(=O)=O.